This data is from Reaction yield outcomes from USPTO patents with 853,638 reactions. The task is: Predict the reaction yield, written as a fraction of the theoretical maximum amount of product (1.0 means a 100% yield; for example, 0.34 means a 34% yield). The reactants are [N:1]1[CH:6]=[CH:5][CH:4]=[CH:3][C:2]=1[C:7](=O)[CH2:8][C:9](=O)[C:10]([F:13])([F:12])[F:11].C(C1C=CC=CN=1)(=O)C.[NH2:25][C:26]1[N:27]=[CH:28][NH:29][C:30]=1[C:31]#[N:32]. No catalyst specified. The product is [N:1]1[CH:6]=[CH:5][CH:4]=[CH:3][C:2]=1[C:7]1[CH:8]=[C:9]([C:10]([F:13])([F:12])[F:11])[N:27]2[CH:28]=[N:29][C:30]([C:31]#[N:32])=[C:26]2[N:25]=1. The yield is 0.470.